Dataset: Forward reaction prediction with 1.9M reactions from USPTO patents (1976-2016). Task: Predict the product of the given reaction. (1) Given the reactants [F:1][C:2]([F:16])([C:8]1[CH:13]=[CH:12][C:11](=[O:14])[N:10]([CH3:15])[CH:9]=1)[C:3]([O:5]CC)=[O:4].CO.O.[OH-].[Li+], predict the reaction product. The product is: [F:16][C:2]([F:1])([C:8]1[CH:13]=[CH:12][C:11](=[O:14])[N:10]([CH3:15])[CH:9]=1)[C:3]([OH:5])=[O:4]. (2) Given the reactants C(OC([N:8]1[CH2:13][CH2:12][C@H:11]([C:14]2[N:15]([CH2:29][CH2:30][N:31]3[CH2:34][CH2:33][CH2:32]3)[CH:16]=[C:17]([C:19]3[CH:24]=[CH:23][N:22]=[C:21]([C:25]([F:28])([F:27])[F:26])[CH:20]=3)[N:18]=2)[C@H:10]([F:35])[CH2:9]1)=O)(C)(C)C.Cl.O1CCOCC1.C(=O)([O-])[O-].[Na+].[Na+], predict the reaction product. The product is: [N:31]1([CH2:30][CH2:29][N:15]2[CH:16]=[C:17]([C:19]3[CH:24]=[CH:23][N:22]=[C:21]([C:25]([F:27])([F:28])[F:26])[CH:20]=3)[N:18]=[C:14]2[C@H:11]2[CH2:12][CH2:13][NH:8][CH2:9][C@H:10]2[F:35])[CH2:32][CH2:33][CH2:34]1. (3) Given the reactants [NH2:1][C@@:2]1([C:30]2[CH:35]=[C:34]([Br:36])[CH:33]=[CH:32][C:31]=2[F:37])[CH2:6][O:5][C@H:4]([CH2:7][O:8][C:9]([C:22]2[CH:27]=[CH:26][CH:25]=[CH:24][CH:23]=2)([C:16]2[CH:21]=[CH:20][CH:19]=[CH:18][CH:17]=2)[C:10]2[CH:15]=[CH:14][CH:13]=[CH:12][CH:11]=2)[C@H:3]1[CH2:28][OH:29].[C:38]([N:46]=[C:47]=[S:48])(=[O:45])[C:39]1[CH:44]=[CH:43][CH:42]=[CH:41][CH:40]=1.C(=O)(O)[O-].[Na+], predict the reaction product. The product is: [Br:36][C:34]1[CH:33]=[CH:32][C:31]([F:37])=[C:30]([C@@:2]2([NH:1][C:47]([NH:46][C:38](=[O:45])[C:39]3[CH:40]=[CH:41][CH:42]=[CH:43][CH:44]=3)=[S:48])[C@H:3]([CH2:28][OH:29])[C@@H:4]([CH2:7][O:8][C:9]([C:16]3[CH:21]=[CH:20][CH:19]=[CH:18][CH:17]=3)([C:22]3[CH:27]=[CH:26][CH:25]=[CH:24][CH:23]=3)[C:10]3[CH:11]=[CH:12][CH:13]=[CH:14][CH:15]=3)[O:5][CH2:6]2)[CH:35]=1.